From a dataset of Antibody developability classification from SAbDab with 2,409 antibodies. Regression/Classification. Given an antibody's heavy chain and light chain sequences, predict its developability. TAP uses regression for 5 developability metrics; SAbDab uses binary classification. (1) The antibody is ['QVELVQSGAEVKKPGSSVKVSCKASGGTFSSYGISWVRQAPGQGLEWMGGIIPIFGTANYAQKFQGRVTITADESTSTAYMELSSLRSEDTAVYYCARYDGIYGELDFWGQGTLVTVSS', 'EIVLTQSPATLSLSPGERATLSCRASQSVSDAYLAWYQQKPGQAPRLLIYDASSRATGVPARFSGSGSGTDFTLTISSLEPEDFAVYYCHQYIQLHSFTFGQGTKVEIK']. Result: 0 (not developable). (2) The antibody is ['EVQLVESGGGLVQPGGSLRLSCAASGFNFNDYFMNWVRQAPGKGLEWVAQMRNKNYQYGTYYAESLEGRFTISRDDSKNSLYLQMNSLKTEDTAVYYCARESYYGFTSYWGQGTLVTVSS', 'DIQMTQSPSSLSASVGDRVTITCQASQDIGISLSWYQQKPGKAPKLLIYNANNLADGVPSRFSGSGSGTDFTLTISSLQPEDFATYYCLQHNSAPYTFGQGTKLEIK']. Result: 0 (not developable). (3) The antibody is ['QVQLKESGPGLVAPSQSLSITCTVSGFSLTNYGVDWVRQPPGKGLEWVGVIWSGGSTNYNSALMSRLSISKDNSKSQVFLKMNSLQTDDTAVYYCAKHWGGYYIPYGMDHWGQGTTVTVSS', 'ELVMTQTPLSLPVSLGDQASISCRSSQSIVHSNGNTYLEWYLQKPGQSPKLLIYKVSNRFSGVPDRFSGSGSGTDFTLKINRVEAEDLGVYYCFQGSHLPPTFGGGTKLEIK']. Result: 0 (not developable). (4) Result: 0 (not developable). The antibody is ['EVTLQESGGGLVQPGGSMKLSCAASGFTFSDAWVDWVRQSPGKGLEWVAEIRNKANNHATKYTESVKGRFTISRDDSKSSVYLQMNSLRAEDTGIYYCTSVPQLGRGFAYWGQGTLVTVSA', 'DIVMTQAAPSVPVTPGESVSISCRSSKSLLHSNGYTYLHWFLQRPGQSPQLLIYRVSNLASGVPDRFSGSGSGTAFTLRFSRVEAEDVGVYYCMQHLEYPFTFGSGTKLEIK']. (5) The antibody is ['EVQLQQSGAELVKPGASVKLSCTASGFNIKDTYIHWVNQRPEQGLEWIGRIDPANGHTQYDPKFQGKATITADTSSNTAYLQLSSLTSEDTAVYYCATSDYSYALDSWGQGTSVTVSS', 'DIVMTQSPSSLAMSVGQKVTMSCKSSQSLLNSNNQKNYLAWYQQKPGQSPKLLVYFASTRESGVPDRFIGSGSGTDFTLTISSVQAEDLADYFCQQHYSTPYTFGGGTKLEIRRAD']. Result: 1 (developable). (6) The antibody is ['EVQLVQSGAEVKKPGESLKISCKGSGYSFTSYWIGWVRQMPGKGLEWMGVIYPGDSYTRYSPSFQGQVTISADKSISTAYLQWSSLKASDTAMYYCARMPNWGSFDYWGQGTLVTVSS', 'EVVLTQSPGTLSLSPGERATLSCRASQSISSSYLAWYQQKPGQAPRLLIYGASSRATGIPDRFSGSGSGTDFTLTISRLEPEDFAVYYCQQYETFGQGTKVEIK']. Result: 0 (not developable). (7) Result: 1 (developable). The antibody is ['3m8o', 'DIVMTQSPLSLSVTPGEPASISCRSSQSLLRRDGHNDLEWYLQKPGQSPQPLIYLGSTRASGVPDRFSGSGSGTDFTLKIIRVEAEDAGTYYCMQNKQTPLTFGQGTRLEIK'].